Dataset: Catalyst prediction with 721,799 reactions and 888 catalyst types from USPTO. Task: Predict which catalyst facilitates the given reaction. (1) Reactant: [Cl:1][C:2]1[S:6][C:5]([C:7](=[O:23])[CH:8]([NH:13][C:14](=O)[C:15]2[CH:20]=[CH:19][C:18]([F:21])=[CH:17][CH:16]=2)[C:9]([O:11][CH3:12])=[O:10])=[CH:4][CH:3]=1.P(Cl)(Cl)(Cl)=O.O. Product: [Cl:1][C:2]1[S:6][C:5]([C:7]2[O:23][C:14]([C:15]3[CH:16]=[CH:17][C:18]([F:21])=[CH:19][CH:20]=3)=[N:13][C:8]=2[C:9]([O:11][CH3:12])=[O:10])=[CH:4][CH:3]=1. The catalyst class is: 9. (2) Reactant: [CH3:1][C:2]1([CH3:23])[C:6]([CH3:8])([CH3:7])[O:5][B:4]([C:9]2[CH:14]=[CH:13][C:12]([NH:15][C:16](=[O:22])[O:17][C:18]([CH3:21])([CH3:20])[CH3:19])=[CH:11][CH:10]=2)[O:3]1.[H-].[Na+].[CH3:26]I. Product: [CH3:26][N:15]([C:12]1[CH:13]=[CH:14][C:9]([B:4]2[O:3][C:2]([CH3:23])([CH3:1])[C:6]([CH3:7])([CH3:8])[O:5]2)=[CH:10][CH:11]=1)[C:16](=[O:22])[O:17][C:18]([CH3:21])([CH3:20])[CH3:19]. The catalyst class is: 1.